This data is from Full USPTO retrosynthesis dataset with 1.9M reactions from patents (1976-2016). The task is: Predict the reactants needed to synthesize the given product. Given the product [Cl:1][C:2]1[CH:7]=[CH:6][C:5](/[CH:8]=[CH:9]/[C:10]([N:29]2[CH2:30][CH2:31][CH:26]([N:25]3[C:21]([CH3:20])=[N:22][N:23]=[N:24]3)[CH2:27][CH2:28]2)=[O:12])=[C:4]([CH2:13][N:14]2[N:18]=[N:17][C:16]([CH3:19])=[N:15]2)[CH:3]=1, predict the reactants needed to synthesize it. The reactants are: [Cl:1][C:2]1[CH:7]=[CH:6][C:5](/[CH:8]=[CH:9]/[C:10]([OH:12])=O)=[C:4]([CH2:13][N:14]2[N:18]=[N:17][C:16]([CH3:19])=[N:15]2)[CH:3]=1.[CH3:20][C:21]1[N:25]([CH:26]2[CH2:31][CH2:30][NH:29][CH2:28][CH2:27]2)[N:24]=[N:23][N:22]=1.CCN(C(C)C)C(C)C.C(P1(=O)OP(CCC)(=O)OP(CCC)(=O)O1)CC.